Predict the reaction yield, written as a fraction of the theoretical maximum amount of product (1.0 means a 100% yield; for example, 0.34 means a 34% yield). From a dataset of Reaction yield outcomes from USPTO patents with 853,638 reactions. (1) The product is [N+:1]([C:4]1[CH:5]=[CH:6][C:7]([NH:10][C:11](=[O:12])[O:13][C:14]([CH3:17])([CH3:16])[CH3:15])=[N:8][CH:9]=1)([O-:3])=[O:2]. The yield is 0.670. The catalyst is CN(C)C1C=CN=CC=1.C(Cl)Cl. The reactants are [N+:1]([C:4]1[CH:5]=[CH:6][C:7]([NH2:10])=[N:8][CH:9]=1)([O-:3])=[O:2].[C:11](O[C:11]([O:13][C:14]([CH3:17])([CH3:16])[CH3:15])=[O:12])([O:13][C:14]([CH3:17])([CH3:16])[CH3:15])=[O:12].CCOC(C)=O. (2) The reactants are [F:1][C:2]1[CH:7]=[CH:6][C:5]([C:8](=[O:15])[CH2:9][C:10]([O:12][CH2:13][CH3:14])=[O:11])=[CH:4][CH:3]=1.[F:16][C:17]([F:27])([F:26])[C:18]1[CH:19]=[C:20]([CH:23]=[CH:24][CH:25]=1)[CH2:21]Cl.C(=O)([O-])[O-].[K+].[K+]. The catalyst is C(#N)C. The product is [F:1][C:2]1[CH:3]=[CH:4][C:5]([C:8](=[O:15])[CH:9]([CH2:21][C:20]2[CH:23]=[CH:24][CH:25]=[C:18]([C:17]([F:16])([F:26])[F:27])[CH:19]=2)[C:10]([O:12][CH2:13][CH3:14])=[O:11])=[CH:6][CH:7]=1. The yield is 0.650. (3) The reactants are [N:1]1([C:8](OC(C)(C)C)=O)[CH2:7][CH2:6][CH2:5][NH:4][CH2:3][CH2:2]1.Br[CH2:16][CH:17]=C. The catalyst is ClCCl. The product is [CH2:8]([N:1]1[CH2:7][CH2:6][CH2:5][NH:4][CH2:3][CH2:2]1)[CH:16]=[CH2:17]. The yield is 0.580. (4) The reactants are [F:1][C:2]1[CH:8]=[CH:7][C:5]([NH2:6])=[CH:4][C:3]=1[N+:9]([O-:11])=[O:10].[C:12](OC(=O)C)(=[O:14])[CH3:13]. No catalyst specified. The product is [F:1][C:2]1[CH:8]=[CH:7][C:5]([NH:6][C:12](=[O:14])[CH3:13])=[CH:4][C:3]=1[N+:9]([O-:11])=[O:10]. The yield is 0.700.